This data is from Catalyst prediction with 721,799 reactions and 888 catalyst types from USPTO. The task is: Predict which catalyst facilitates the given reaction. (1) The catalyst class is: 507. Reactant: Br[C:2]1[CH:7]=[CH:6][C:5]([CH:8]2[NH:13][C:12](=[O:14])[N:11]([C:15]3[CH:20]=[CH:19][CH:18]=[C:17]([C:21]([F:24])([F:23])[F:22])[CH:16]=3)[C:10]3[CH2:25][CH2:26][C:27](=[O:28])[C:9]2=3)=[C:4]([S:29][CH3:30])[CH:3]=1.O.[CH3:32][N:33](C)C=O. Product: [O:14]=[C:12]1[N:11]([C:15]2[CH:20]=[CH:19][CH:18]=[C:17]([C:21]([F:22])([F:24])[F:23])[CH:16]=2)[C:10]2[CH2:25][CH2:26][C:27](=[O:28])[C:9]=2[CH:8]([C:5]2[CH:6]=[CH:7][C:2]([C:32]#[N:33])=[CH:3][C:4]=2[S:29][CH3:30])[NH:13]1. (2) Reactant: C[N:2](C)[CH:3]=[CH:4][C:5]([C:7]1[C:12](=[O:13])[CH:11]=[CH:10][N:9]([C:14]2[CH:19]=[CH:18][CH:17]=[C:16]([C:20]([F:23])([F:22])[F:21])[CH:15]=2)[N:8]=1)=O.Cl.[CH3:26][C:27]1[CH:32]=[CH:31][CH:30]=[CH:29][C:28]=1[NH:33]N.CCN(CC)CC. Product: [CH3:26][C:27]1[CH:32]=[CH:31][CH:30]=[CH:29][C:28]=1[N:33]1[C:5]([C:7]2[C:12](=[O:13])[CH:11]=[CH:10][N:9]([C:14]3[CH:19]=[CH:18][CH:17]=[C:16]([C:20]([F:23])([F:22])[F:21])[CH:15]=3)[N:8]=2)=[CH:4][CH:3]=[N:2]1. The catalyst class is: 8.